This data is from Reaction yield outcomes from USPTO patents with 853,638 reactions. The task is: Predict the reaction yield, written as a fraction of the theoretical maximum amount of product (1.0 means a 100% yield; for example, 0.34 means a 34% yield). No catalyst specified. The yield is 0.550. The reactants are [Cl:1][C:2]1[CH:7]=[CH:6][C:5]([S:8]([C:11]2[CH:16]=[CH:15][CH:14]=[CH:13][C:12]=2[F:17])(=[O:10])=[O:9])=[CH:4][N+:3]=1[O-].O.P(Cl)(Cl)([Cl:22])=O. The product is [Cl:1][C:2]1[CH:7]=[CH:6][C:5]([S:8]([C:11]2[CH:16]=[CH:15][CH:14]=[CH:13][C:12]=2[F:17])(=[O:10])=[O:9])=[C:4]([Cl:22])[N:3]=1.